Task: Predict the reaction yield, written as a fraction of the theoretical maximum amount of product (1.0 means a 100% yield; for example, 0.34 means a 34% yield).. Dataset: Reaction yield outcomes from USPTO patents with 853,638 reactions (1) The yield is 0.940. The reactants are [NH:1]1[C:9]2[C:4](=[CH:5][CH:6]=[CH:7][CH:8]=2)[CH:3]=[C:2]1[C:10]([O:12]CC)=O.[H-].[Na+].[CH3:17]I.CN.O.[CH3:22][N:23](C=O)C. The product is [CH3:22][NH:23][C:10]([C:2]1[N:1]([CH3:17])[C:9]2[C:4]([CH:3]=1)=[CH:5][CH:6]=[CH:7][CH:8]=2)=[O:12]. The catalyst is C1COCC1.O. (2) The reactants are [C:1](#[N:3])[CH3:2].[CH2:4]([CH:6]1[O:8][CH2:7]1)Cl.[C:9]1([S:15](N)(=[O:17])=[O:16])[CH:14]=[CH:13][CH:12]=[CH:11][CH:10]=1.[C:19](=O)([O-])[O-:20].[Cs+].[Cs+]. The catalyst is O. The product is [O:20]1[CH2:19][CH:2]1[CH2:1][N:3]([CH2:4][CH:6]1[CH2:7][O:8]1)[S:15]([C:9]1[CH:14]=[CH:13][CH:12]=[CH:11][CH:10]=1)(=[O:17])=[O:16]. The yield is 0.460. (3) The reactants are [OH:1][C:2]1([CH:8]([C:23]2[CH:28]=[CH:27][CH:26]=[C:25]([C:29]#[C:30][Si](C)(C)C)[CH:24]=2)[CH2:9][N:10]2[CH2:15][CH2:14][N:13]([C:16]([O:18][C:19]([CH3:22])([CH3:21])[CH3:20])=[O:17])[CH2:12][CH2:11]2)[CH2:7][CH2:6][CH2:5][CH2:4][CH2:3]1.C(=O)([O-])[O-].[K+].[K+]. The catalyst is CO. The product is [C:29]([C:25]1[CH:24]=[C:23]([CH:8]([C:2]2([OH:1])[CH2:7][CH2:6][CH2:5][CH2:4][CH2:3]2)[CH2:9][N:10]2[CH2:11][CH2:12][N:13]([C:16]([O:18][C:19]([CH3:22])([CH3:21])[CH3:20])=[O:17])[CH2:14][CH2:15]2)[CH:28]=[CH:27][CH:26]=1)#[CH:30]. The yield is 0.800. (4) The reactants are C(=O)([O-])[O-].[K+].[K+].I[CH3:8].[Br:9][C:10]1[CH:15]=[C:14]([F:16])[C:13]([F:17])=[CH:12][C:11]=1[SH:18]. The catalyst is CN(C=O)C.C(OCC)(=O)C. The product is [Br:9][C:10]1[CH:15]=[C:14]([F:16])[C:13]([F:17])=[CH:12][C:11]=1[S:18][CH3:8]. The yield is 0.950. (5) The reactants are [CH3:1][O:2][C:3]1[CH:4]=[C:5]2[C:10](=[CH:11][C:12]=1[O:13][CH3:14])[N:9]=[CH:8][N:7]=[C:6]2[O:15][C:16]1[CH:21]=[CH:20][C:19]([CH2:22][C:23](O)=[O:24])=[CH:18][CH:17]=1.[CH3:26][N:27]([CH2:29][C:30]1[CH:31]=[C:32]([CH:34]=[CH:35][CH:36]=1)[NH2:33])[CH3:28]. No catalyst specified. The product is [CH3:28][N:27]([CH2:29][C:30]1[CH:31]=[C:32]([NH:33][C:23](=[O:24])[CH2:22][C:19]2[CH:18]=[CH:17][C:16]([O:15][C:6]3[C:5]4[C:10](=[CH:11][C:12]([O:13][CH3:14])=[C:3]([O:2][CH3:1])[CH:4]=4)[N:9]=[CH:8][N:7]=3)=[CH:21][CH:20]=2)[CH:34]=[CH:35][CH:36]=1)[CH3:26]. The yield is 0.860. (6) The reactants are [Br:1][C:2]1[CH:3]=[C:4]2[C:9](=[CH:10][CH:11]=1)[CH:8]=[C:7]([C:12]1[NH:16][C:15]([CH:17]3[CH2:21][CH2:20][CH2:19][NH:18]3)=[N:14][CH:13]=1)[CH:6]=[CH:5]2.[CH3:22][O:23][C:24]([NH:26][CH:27]([CH:31]([CH3:33])[CH3:32])[C:28](O)=[O:29])=[O:25].CN(C(ON1N=NC2C=CC=NC1=2)=[N+](C)C)C.F[P-](F)(F)(F)(F)F.CN1CCOCC1. The catalyst is CN(C=O)C. The product is [CH3:22][O:23][C:24](=[O:25])[NH:26][CH:27]([C:28]([N:18]1[CH2:19][CH2:20][CH2:21][CH:17]1[C:15]1[NH:16][C:12]([C:7]2[CH:6]=[CH:5][C:4]3[C:9](=[CH:10][CH:11]=[C:2]([Br:1])[CH:3]=3)[CH:8]=2)=[CH:13][N:14]=1)=[O:29])[CH:31]([CH3:33])[CH3:32]. The yield is 0.720. (7) The reactants are [F:1][C:2]1[CH:3]=[C:4]2[C:8](=[CH:9][CH:10]=1)[NH:7][CH:6]=[CH:5]2.[OH-].[Na+].[C:13]1([S:19](Cl)(=[O:21])=[O:20])[CH:18]=[CH:17][CH:16]=[CH:15][CH:14]=1. The catalyst is S([O-])(O)(=O)=O.C([N+](CCCC)(CCCC)CCCC)CCC.C1(C)C=CC=CC=1. The product is [C:13]1([S:19]([N:7]2[C:8]3[C:4](=[CH:3][C:2]([F:1])=[CH:10][CH:9]=3)[CH:5]=[CH:6]2)(=[O:21])=[O:20])[CH:18]=[CH:17][CH:16]=[CH:15][CH:14]=1. The yield is 0.960.